This data is from Reaction yield outcomes from USPTO patents with 853,638 reactions. The task is: Predict the reaction yield, written as a fraction of the theoretical maximum amount of product (1.0 means a 100% yield; for example, 0.34 means a 34% yield). The reactants are [CH:1]1[C:10]2[CH:11]3[CH2:17][CH2:16][N:15](C(OC(C)(C)C)=O)[CH2:14][CH2:13][CH:12]3[N:8]3[C:9]=2[C:4]([CH2:5][CH2:6][CH2:7]3)=[CH:3][CH:2]=1.C(O)(C(F)(F)F)=O. The catalyst is C(Cl)Cl. The product is [CH:1]1[C:10]2[CH:11]3[CH2:17][CH2:16][NH:15][CH2:14][CH2:13][CH:12]3[N:8]3[C:9]=2[C:4]([CH2:5][CH2:6][CH2:7]3)=[CH:3][CH:2]=1. The yield is 0.590.